The task is: Predict which catalyst facilitates the given reaction.. This data is from Catalyst prediction with 721,799 reactions and 888 catalyst types from USPTO. Product: [NH2:1][C:4]1[CH:5]=[C:6]2[C:11](=[CH:12][CH:13]=1)[N+:10]([O-:21])=[C:16]([OH:18])[CH:15]=[CH:7]2.[N+:1]([C:4]1[CH:5]=[C:6]2[C:11](=[CH:12][CH:13]=1)[N+:10]([O-:21])=[C:16]([OH:18])[CH:15]=[CH:7]2)([O-:3])=[O:2]. Reactant: [N+:1]([C:4]1[CH:5]=[C:6]2[C:11](=[CH:12][CH:13]=1)[N:10]=CC=[CH:7]2)([O-:3])=[O:2].F[C:15](F)(F)[C:16]([OH:18])=O.[OH:21]O. The catalyst class is: 6.